Dataset: Reaction yield outcomes from USPTO patents with 853,638 reactions. Task: Predict the reaction yield, written as a fraction of the theoretical maximum amount of product (1.0 means a 100% yield; for example, 0.34 means a 34% yield). (1) The reactants are [Br:1][C:2]1[CH:7]=[CH:6][C:5](I)=[CH:4][CH:3]=1.CC1(C)C(C)(C)OB([C:17]2[CH:22]=[CH:21][C:20]([O:23][CH2:24][CH2:25][CH2:26][CH2:27][O:28][CH:29]3[CH2:34][CH2:33][CH2:32][CH2:31][O:30]3)=[CH:19][CH:18]=2)O1.CO.C([O-])([O-])=O.[K+].[K+]. The catalyst is C1(C)C=CC=CC=1.C1C=CC([P]([Pd]([P](C2C=CC=CC=2)(C2C=CC=CC=2)C2C=CC=CC=2)([P](C2C=CC=CC=2)(C2C=CC=CC=2)C2C=CC=CC=2)[P](C2C=CC=CC=2)(C2C=CC=CC=2)C2C=CC=CC=2)(C2C=CC=CC=2)C2C=CC=CC=2)=CC=1. The product is [Br:1][C:2]1[CH:7]=[CH:6][C:5]([C:17]2[CH:22]=[CH:21][C:20]([O:23][CH2:24][CH2:25][CH2:26][CH2:27][O:28][CH:29]3[CH2:34][CH2:33][CH2:32][CH2:31][O:30]3)=[CH:19][CH:18]=2)=[CH:4][CH:3]=1. The yield is 0.500. (2) The reactants are Cl[C:2]1[CH:19]=[CH:18][C:5]2[C:6](=[O:17])[C:7]3[CH:14]=[C:13]([O:15][CH3:16])[CH:12]=[CH:11][C:8]=3[CH2:9][CH2:10][C:4]=2[CH:3]=1.[F:20][C:21]1[C:27]([F:28])=[C:26]([F:29])[CH:25]=[CH:24][C:22]=1[NH2:23].C1(P(C2CCCCC2)C2C=CC=CC=2C2C(C(C)C)=CC(C(C)C)=CC=2C(C)C)CCCCC1.C1(C)C=CC=CC=1. The catalyst is CC([O-])=O.CC([O-])=O.[Pd+2].C(O)(C)(C)C. The product is [CH3:16][O:15][C:13]1[CH:12]=[CH:11][C:8]2[CH2:9][CH2:10][C:4]3[CH:3]=[C:2]([NH:23][C:22]4[CH:24]=[CH:25][C:26]([F:29])=[C:27]([F:28])[C:21]=4[F:20])[CH:19]=[CH:18][C:5]=3[C:6](=[O:17])[C:7]=2[CH:14]=1. The yield is 0.720. (3) The reactants are [OH-].[Na+].O.Cl.[O:5]1[C:9]2([CH2:14][CH2:13][NH:12][CH2:11][CH2:10]2)[O:8][CH2:7][CH2:6]1.[Cl-].[Na+]. No catalyst specified. The product is [O:5]1[C:9]2([CH2:14][CH2:13][NH:12][CH2:11][CH2:10]2)[O:8][CH2:7][CH2:6]1. The yield is 0.938. (4) The reactants are Br[C:2]1[CH:3]=[CH:4][C:5]([NH:8][CH2:9][C:10]2[CH:15]=[CH:14][C:13]([C:16]([F:19])([F:18])[F:17])=[CH:12][CH:11]=2)=[N:6][CH:7]=1.C([Li])(C)(C)C.CN(C)[CH:27]=[O:28]. The catalyst is O1CCCC1. The product is [F:17][C:16]([F:19])([F:18])[C:13]1[CH:14]=[CH:15][C:10]([CH2:9][NH:8][C:5]2[N:6]=[CH:7][C:2]([CH:27]=[O:28])=[CH:3][CH:4]=2)=[CH:11][CH:12]=1. The yield is 0.560. (5) The reactants are [C:1]([O:5][C:6]([N:8]([CH3:18])[CH2:9][C:10]([N:12]([CH2:14][C:15]([OH:17])=O)[CH3:13])=[O:11])=[O:7])([CH3:4])([CH3:3])[CH3:2].CN(C(F)=[N+](C)C)C.F[P-](F)(F)(F)(F)F.CCN(C(C)C)C(C)C.[N+:43]([C:46]1[CH:54]=[C:53]2[C:49]([CH:50]=[CH:51][NH:52]2)=[CH:48][CH:47]=1)([O-:45])=[O:44]. The catalyst is C1COCC1. The product is [C:1]([O:5][C:6](=[O:7])[N:8]([CH3:18])[CH2:9][C:10](=[O:11])[N:12]([CH3:13])[CH2:14][C:15]([N:52]1[C:53]2[C:49](=[CH:48][CH:47]=[C:46]([N+:43]([O-:45])=[O:44])[CH:54]=2)[CH:50]=[CH:51]1)=[O:17])([CH3:2])([CH3:3])[CH3:4]. The yield is 0.300. (6) The reactants are [Br:1][C:2]1[CH:6]=[N:5][N:4]([CH3:7])[C:3]=1[C:8]1[CH:9]=[C:10]([NH2:16])[CH:11]=[CH:12][C:13]=1[O:14][CH3:15].[C:17]1([C:26]2[CH:31]=[CH:30][CH:29]=[CH:28][CH:27]=2)[C:18]([N:23]=[C:24]=[O:25])=[CH:19][CH:20]=[CH:21][CH:22]=1. The catalyst is C(Cl)Cl. The product is [C:17]1([C:26]2[CH:31]=[CH:30][CH:29]=[CH:28][CH:27]=2)[CH:22]=[CH:21][CH:20]=[CH:19][C:18]=1[NH:23][C:24]([NH:16][C:10]1[CH:11]=[CH:12][C:13]([O:14][CH3:15])=[C:8]([C:3]2[N:4]([CH3:7])[N:5]=[CH:6][C:2]=2[Br:1])[CH:9]=1)=[O:25]. The yield is 0.510.